Dataset: Forward reaction prediction with 1.9M reactions from USPTO patents (1976-2016). Task: Predict the product of the given reaction. Given the reactants [CH3:1][O:2][C:3]1[CH:8]=[C:7]([CH2:9][O:10][CH3:11])[CH:6]=[C:5]([O:12][CH3:13])[C:4]=1[C:14]1[N:15]2[N:21]=[C:20]([O:22][CH3:23])[C:19]([N:24]=O)=[C:16]2[S:17][CH:18]=1, predict the reaction product. The product is: [CH3:1][O:2][C:3]1[CH:8]=[C:7]([CH2:9][O:10][CH3:11])[CH:6]=[C:5]([O:12][CH3:13])[C:4]=1[C:14]1[N:15]2[N:21]=[C:20]([O:22][CH3:23])[C:19]([NH2:24])=[C:16]2[S:17][CH:18]=1.